From a dataset of Catalyst prediction with 721,799 reactions and 888 catalyst types from USPTO. Predict which catalyst facilitates the given reaction. Reactant: [N:1]1([CH2:7][C:8]2[CH:13]=[CH:12][C:11]([C:14]#[C:15][C:16]3[CH:24]=[CH:23][C:19]([C:20](O)=[O:21])=[CH:18][CH:17]=3)=[CH:10][CH:9]=2)[CH2:6][CH2:5][O:4][CH2:3][CH2:2]1.Cl.CN(C(ON1N=NC2C=CC=NC1=2)=[N+](C)C)C.F[P-](F)(F)(F)(F)F.CCN(C(C)C)C(C)C.[NH2:59][C@H:60]([C:67]([O:69][CH3:70])=[O:68])[C:61]1[CH:66]=[CH:65][CH:64]=[CH:63][CH:62]=1.Cl. Product: [CH3:70][O:69][C:67](=[O:68])[CH:60]([NH:59][C:20](=[O:21])[C:19]1[CH:18]=[CH:17][C:16]([C:15]#[C:14][C:11]2[CH:12]=[CH:13][C:8]([CH2:7][N:1]3[CH2:6][CH2:5][O:4][CH2:3][CH2:2]3)=[CH:9][CH:10]=2)=[CH:24][CH:23]=1)[C:61]1[CH:66]=[CH:65][CH:64]=[CH:63][CH:62]=1. The catalyst class is: 31.